The task is: Binary Classification. Given a miRNA mature sequence and a target amino acid sequence, predict their likelihood of interaction.. This data is from Experimentally validated miRNA-target interactions with 360,000+ pairs, plus equal number of negative samples. (1) The miRNA is hsa-miR-196b-5p with sequence UAGGUAGUUUCCUGUUGUUGGG. The protein sequence of the target gene is MTEQMTLRGTLKGHNGWVTQIATTPQFPDMILSASRDKTIIMWKLTRDETNYGIPQRALRGHSHFVSDVVISSDGQFALSGSWDGTLRLWDLTTGTTTRRFVGHTKDVLSVAFSSDNRQIVSGSRDKTIKLWNTLGVCKYTVQDESHSEWVSCVRFSPNSSNPIIVSCGWDKLVKVWNLANCKLKTNHIGHTGYLNTVTVSPDGSLCASGGKDGQAMLWDLNEGKHLYTLDGGDIINALCFSPNRYWLCAATGPSIKIWDLEGKIIVDELKQEVISTSSKAEPPQCTSLAWSADGQTLFA.... Result: 1 (interaction). (2) The miRNA is hsa-miR-3691-3p with sequence ACCAAGUCUGCGUCAUCCUCUC. The protein sequence of the target gene is MVSHSELRKLFYSADAVCFDVDSTVIREEGIDELAKICGVEDAVSEMTRRAMGGAVPFKAALTERLALIQPSREQVQRLIAEQPPHLTPGIRELVSRLQERNVQVFLISGGFRSIVEHVASKLNIPATNVFANRLKFYFNGEYAGFDETQPTAESGGKGKVIKLLKEKFHFKKIIMIGDGATDMEACPPADAFIGFGGNVIRQQVKDNAKWYITDFVELLGELEE. Result: 1 (interaction). (3) The miRNA is mmu-miR-3094-5p with sequence UGUUGGGGACAUUUUUAAAGC. The protein sequence of the target gene is MGNSALRAHVETAQKTGVFQLKDRGLTEFPADLQKLTSNLRTIDLSNNKIESLPPLLIGKFTLLKSLSLNNNKLTVLPDEICNLKKLETLSLNNNHLRELPSTFGQLSALKTLSLSGNQLGALPPQLCSLRHLDVMDLSKNQIRSIPDSVGELQVIELNLNQNQISQISVKISCCPRLKILRLEENCLELSMLPQSILSDSQICLLAVEGNLFEIKKLRELEGYDKYMERFTATKKKFA. Result: 0 (no interaction). (4) The miRNA is mmu-miR-7054-5p with sequence UAGGAAGGUGGUUGGGCUGAGUACU. The protein sequence of the target gene is MALSVPGYSPGFRKPPEVVRLRRKRARSRGAAASPPRELTEPAARRAALVAGLPLRPFPAAGGRGGGSGGGPAAARRNPFARLDNRPRVAAEPPDGPAREQPEAPVPFLDSNQENDLLWEEKFPERTTVTELPQTSHVSFSEPDIPSSKSTELPVDWSIKTRLLFTSSQPFTWADHLKAQEEAQGLVQHCRATEVTLPKSIQDPKLSSELRCTFQQSLIYWLHPALSWLPLFPRIGADRKMAGKTSPWSNDATLQHVLMSDWSVSFTSLYNLLKTKLCPYFYVCTYQFTVLFRAAGLAGS.... Result: 0 (no interaction). (5) The miRNA is hsa-miR-20a-3p with sequence ACUGCAUUAUGAGCACUUAAAG. The protein sequence of the target gene is MDTAYPREDTRAPTPSKAGAHTALTLGAPHPPPRDHLIWSVFSTLYLNLCCLGFLALAYSIKARDQKVVGDLEAARRFGSKAKCYNILAAMWTLVPPLLLLGLVVTGALHLARLAKDSAAFFSTKFDDADYD. Result: 0 (no interaction). (6) The miRNA is hsa-miR-4645-5p with sequence ACCAGGCAAGAAAUAUUGU. The protein sequence of the target gene is MVDAGGRCAAEGWRRMEAPPEGADLVPLDRYDAARAKIAANLQWICAKAYGLDNIPEDLRDPFYIDQYEQEHIKPPVIKLLLSSELYCRVCSLILKGDQVATLQGHQSVIQALSRKGIYVMESDDTPVTDADLSQAPIKMSGHMAMVDALMMAYTVEMISIEKVVASVKRFSTFSASKELPYDLEDAMVFWINKVNLKMREITEKEVKLKQQPLESPAHQKVRYRREHLSARQSPYFPLLEDLMRDGSDGAALLAVVHYYCPEQMKLDDICLKEVPSMADSLYNIRLLREFSNEHLNKCF.... Result: 0 (no interaction). (7) The miRNA is hsa-miR-1246 with sequence AAUGGAUUUUUGGAGCAGG. The protein sequence of the target gene is MENSQLCKLFIGGLNVQTSESGLRGHFEAFGTLTDCVVVVNPQTKRSRCFGFVTYSNVEEADAAMAASPHAVDGNTVELKRAVSREDSARPGAHAKVKKLFVGGLKGDVAEGDLIEHFSQFGAVEKAEIIADKQSGKKRGFGFVYFQSHDAADKAAVVKFHPIQGHRVEVKKAVPKEDIHAGGGGARAARGGRGGGRGRGGGGGGGGRDQNGLAKGGGGGGGGYNSYGGYGGYGAYGGGGGGGGSYGGSDYGNGFGGFGSYSQHQSSYGPMKSGGGGGGGGSWGGRSNSGPYRGGYGGGY.... Result: 0 (no interaction). (8) The miRNA is hsa-miR-4731-5p with sequence UGCUGGGGGCCACAUGAGUGUG. The protein sequence of the target gene is MLCLCLYVPIAGAAQTEFQYFESKGLPAELKSIFKLSVFIPSQEFSTYRQWKQKIVQAGDKDLDGQLDFEEFVHYLQDHEKKLRLVFKSLDKKNDGRIDAQEIMQSLRDLGVKISEQQAEKILKSMDKNGTMTIDWNEWRDYHLLHPVENIPEIILYWKHSTIFDVGENLTVPDEFTVEERQTGMWWRHLVAGGGAGAVSRTCTAPLDRLKVLMQVHASRSNNMCIVGGFTQMIREGGAKSLWRGNGINVLKIAPESAIKFMAYEQMKRLVGSDQETLRIHERLVAGSLAGAIAQSSIYP.... Result: 0 (no interaction).